The task is: Predict the reactants needed to synthesize the given product.. This data is from Full USPTO retrosynthesis dataset with 1.9M reactions from patents (1976-2016). (1) Given the product [CH3:1][O:2][C:3]1[CH2:7][CH:6]([CH2:8][CH:9]2[CH2:10][CH2:11][O:12][CH2:13][CH2:14]2)[C:5](=[O:15])[CH:4]=1, predict the reactants needed to synthesize it. The reactants are: [CH3:1][O:2][C:3]1[CH2:7][C:6](=[CH:8][CH:9]2[CH2:14][CH2:13][O:12][CH2:11][CH2:10]2)[C:5](=[O:15])[CH:4]=1.[H][H]. (2) Given the product [F:25][C:2]([F:1])([F:24])[S:3]([N:6]1[CH2:11][CH2:10][CH:9]([C:12]2[S:13][C:14]([C:17]3[CH:23]=[CH:22][C:20]([NH:21][C:36]([NH:35][C:28]4[C:29]([F:34])=[CH:30][C:31]([F:33])=[CH:32][C:27]=4[F:26])=[O:37])=[CH:19][CH:18]=3)=[CH:15][N:16]=2)[CH2:8][CH2:7]1)(=[O:4])=[O:5], predict the reactants needed to synthesize it. The reactants are: [F:1][C:2]([F:25])([F:24])[S:3]([N:6]1[CH2:11][CH2:10][CH:9]([C:12]2[S:13][C:14]([C:17]3[CH:23]=[CH:22][C:20]([NH2:21])=[CH:19][CH:18]=3)=[CH:15][N:16]=2)[CH2:8][CH2:7]1)(=[O:5])=[O:4].[F:26][C:27]1[CH:32]=[C:31]([F:33])[CH:30]=[C:29]([F:34])[C:28]=1[N:35]=[C:36]=[O:37]. (3) Given the product [Cl:54][C:55]1[CH:56]=[C:57]([NH:61][C:62](=[O:63])[NH:32][C:33]2[CH:34]=[CH:35][C:36]([C:39]3[O:43][C:42]([CH:44]4[CH2:45][CH2:46][CH:47]([C:50]([O:52][CH3:53])=[O:51])[CH2:48][CH2:49]4)=[N:41][CH:40]=3)=[CH:37][CH:38]=2)[CH:58]=[CH:59][CH:60]=1, predict the reactants needed to synthesize it. The reactants are: FC(F)(F)C1C=C(NC(=O)NC2C=CC(C3SC(CCC(OC)=O)=NC=3)=CC=2)C=CC=1.[NH2:32][C:33]1[CH:38]=[CH:37][C:36]([C:39]2[O:43][C:42]([CH:44]3[CH2:49][CH2:48][CH:47]([C:50]([O:52][CH3:53])=[O:51])[CH2:46][CH2:45]3)=[N:41][CH:40]=2)=[CH:35][CH:34]=1.[Cl:54][C:55]1[CH:60]=[CH:59][CH:58]=[C:57]([N:61]=[C:62]=[O:63])[CH:56]=1.